From a dataset of Reaction yield outcomes from USPTO patents with 853,638 reactions. Predict the reaction yield, written as a fraction of the theoretical maximum amount of product (1.0 means a 100% yield; for example, 0.34 means a 34% yield). (1) The reactants are COC([C:5]1[N:6]=[C:7]([NH:10][C:11](=[O:26])[CH:12]([C:19]2[CH:24]=[CH:23][C:22]([Cl:25])=[CH:21][CH:20]=2)[CH2:13][CH:14]2[CH2:18][CH2:17][CH2:16][CH2:15]2)[S:8][CH:9]=1)=O.[H-].[Al+3].[Li+].[H-].[H-].[H-].[O:33]1CCC[CH2:34]1. No catalyst specified. The product is [Cl:25][C:22]1[CH:21]=[CH:20][C:19]([CH:12]([CH2:13][CH:14]2[CH2:15][CH2:16][CH2:17][CH2:18]2)[C:11]([NH:10][C:7]2[S:8][C:9]([CH2:34][OH:33])=[CH:5][N:6]=2)=[O:26])=[CH:24][CH:23]=1. The yield is 0.554. (2) The reactants are [F:1][C:2]([F:11])([F:10])[C:3]1[CH:9]=[CH:8][C:6]([NH2:7])=[CH:5][CH:4]=1.[S-:12][C:13]#[N:14].[K+]. The catalyst is Cl. The product is [F:1][C:2]([F:10])([F:11])[C:3]1[CH:9]=[CH:8][C:6]([NH:7][C:13]([NH2:14])=[S:12])=[CH:5][CH:4]=1. The yield is 1.00. (3) The reactants are [O:1]=[C:2]([OH:14])[C@@H:3]([C@H:5]([C@@H:7]([C@@H:9]([C:11]([OH:13])=[O:12])[OH:10])[OH:8])[OH:6])[OH:4].[Na:15][Na].O=C[C@@H]([C@H]([C@@H]([C@@H](CO)O)O)O)O. No catalyst specified. The product is [O:1]=[C:2]([O-:14])[C@@H:3]([C@H:5]([C@@H:7]([C@@H:9]([C:11]([O-:13])=[O:12])[OH:10])[OH:8])[OH:6])[OH:4].[Na+:15].[Na+:15]. The yield is 0.979. (4) The reactants are [Br:1][C:2]1[CH:6]=[N:5][N:4]([CH3:7])[C:3]=1[C:8]1[CH:9]=[C:10]([NH2:16])[CH:11]=[CH:12][C:13]=1[O:14][CH3:15].[C:17]1([C:26]2[CH:31]=[CH:30][CH:29]=[CH:28][CH:27]=2)[C:18]([N:23]=[C:24]=[O:25])=[CH:19][CH:20]=[CH:21][CH:22]=1. The catalyst is C(Cl)Cl. The product is [C:17]1([C:26]2[CH:31]=[CH:30][CH:29]=[CH:28][CH:27]=2)[CH:22]=[CH:21][CH:20]=[CH:19][C:18]=1[NH:23][C:24]([NH:16][C:10]1[CH:11]=[CH:12][C:13]([O:14][CH3:15])=[C:8]([C:3]2[N:4]([CH3:7])[N:5]=[CH:6][C:2]=2[Br:1])[CH:9]=1)=[O:25]. The yield is 0.510.